From a dataset of Full USPTO retrosynthesis dataset with 1.9M reactions from patents (1976-2016). Predict the reactants needed to synthesize the given product. Given the product [CH2:1]([N:3]1[C:11]2[C:6](=[CH:7][CH:8]=[CH:9][CH:10]=2)[C:5]([C:12]([NH:15][C@H:16]2[CH2:21][N:20]([C:22]([O:24][C:25]([CH3:27])([CH3:28])[CH3:26])=[O:23])[C@@H:19]([CH2:29][C:30]3([OH:36])[CH2:31][CH2:32][O:33][CH2:34][CH2:35]3)[CH2:18][CH2:17]2)=[O:14])=[N:4]1)[CH3:2], predict the reactants needed to synthesize it. The reactants are: [CH2:1]([N:3]1[C:11]2[C:6](=[CH:7][CH:8]=[CH:9][CH:10]=2)[C:5]([C:12]([OH:14])=O)=[N:4]1)[CH3:2].[NH2:15][C@H:16]1[CH2:21][N:20]([C:22]([O:24][C:25]([CH3:28])([CH3:27])[CH3:26])=[O:23])[C@@H:19]([CH2:29][C:30]2([OH:36])[CH2:35][CH2:34][O:33][CH2:32][CH2:31]2)[CH2:18][CH2:17]1.